Dataset: Catalyst prediction with 721,799 reactions and 888 catalyst types from USPTO. Task: Predict which catalyst facilitates the given reaction. (1) Reactant: C=O.[CH2:3]([NH2:21])[CH2:4][CH2:5][CH2:6][CH2:7][CH2:8][CH2:9][CH2:10]CCCCCCCCCC.CC1C(O)=C(C)C(C)=C(C=1)[OH:28]. Product: [O:28]1[C:10]2=[CH:9][CH:8]=[CH:7][CH2:6][CH:5]2[CH2:4][CH2:3][NH:21]1. The catalyst class is: 32. (2) Reactant: C([O:3][C:4]([C@@H:6]1[CH2:8][C@H:7]1[CH2:9][NH:10][C:11]([O:13][C:14]([CH3:17])([CH3:16])[CH3:15])=[O:12])=O)C.CC(C[AlH]CC(C)C)C.C(C(C(C([O-])=O)O)O)([O-])=O.[Na+].[Na+]. Product: [C:14]([O:13][C:11](=[O:12])[NH:10][CH2:9][C@@H:7]1[CH2:8][C@H:6]1[CH:4]=[O:3])([CH3:15])([CH3:17])[CH3:16]. The catalyst class is: 11. (3) Reactant: [H-].[Na+].[CH2:3]([O:6][C:7]([CH:9]([CH2:16][CH2:17][CH2:18][CH2:19][C:20]([O:22][CH2:23][CH3:24])=[O:21])[C:10]([O:12][CH2:13][CH:14]=[CH2:15])=[O:11])=[O:8])[CH:4]=[CH2:5].Br[CH2:26][C:27]1[CH:34]=[CH:33][C:30]([C:31]#[N:32])=[CH:29][CH:28]=1.O. Product: [CH2:3]([O:6][C:7]([C:9]([CH2:26][C:27]1[CH:34]=[CH:33][C:30]([C:31]#[N:32])=[CH:29][CH:28]=1)([CH2:16][CH2:17][CH2:18][CH2:19][C:20]([O:22][CH2:23][CH3:24])=[O:21])[C:10]([O:12][CH2:13][CH:14]=[CH2:15])=[O:11])=[O:8])[CH:4]=[CH2:5]. The catalyst class is: 3. (4) Product: [NH2:1][C:2]1[N:7]=[CH:6][N:5]=[C:4]2[N:8]([CH2:19][CH2:20][N:21]([CH2:22][C:27]3[CH:35]=[CH:23][CH:24]=[CH:25][CH:26]=3)[C:40](=[O:43])[CH:28]=[CH2:29])[N:9]=[C:10]([C:11]3[CH:12]=[C:13]([OH:18])[CH:14]=[C:15]([F:17])[CH:16]=3)[C:3]=12. The catalyst class is: 2. Reactant: [NH2:1][C:2]1[N:7]=[CH:6][N:5]=[C:4]2[N:8]([CH2:19][CH2:20][NH:21][C:22]3[CH:27]=[CH:26][CH:25]=[CH:24][CH:23]=3)[N:9]=[C:10]([C:11]3[CH:12]=[C:13]([OH:18])[CH:14]=[C:15]([F:17])[CH:16]=3)[C:3]=12.[CH2:28](N(CC)CC)[CH3:29].[C:35](Cl)(=O)C=C.[C:40](=[O:43])(O)[O-].[Na+]. (5) Reactant: [NH2:1][C:2]1[N:7]=[C:6]([NH2:8])[C:5]([N:9]2[CH2:14][CH2:13][N:12]([C:15]3[CH:22]=[CH:21][C:18]([CH:19]=O)=[CH:17][CH:16]=3)[CH2:11][CH2:10]2)=[C:4]([CH3:23])[N:3]=1.[NH2:24][O:25][CH2:26][CH2:27][NH2:28].[ClH:29].Cl. The catalyst class is: 8. Product: [ClH:29].[ClH:29].[NH2:28][CH2:27][CH2:26][O:25][N:24]=[CH:19][C:18]1[CH:17]=[CH:16][C:15]([N:12]2[CH2:11][CH2:10][N:9]([C:5]3[C:6]([NH2:8])=[N:7][C:2]([NH2:1])=[N:3][C:4]=3[CH3:23])[CH2:14][CH2:13]2)=[CH:22][CH:21]=1.